Dataset: Catalyst prediction with 721,799 reactions and 888 catalyst types from USPTO. Task: Predict which catalyst facilitates the given reaction. (1) Reactant: FC(F)(F)C([NH:5][C@H:6]1[CH2:15][CH2:14][C:13]2[C:8](=[C:9]([O:30][CH3:31])[CH:10]=[CH:11][C:12]=2[S:16]([NH:19][C:20]2[CH:25]=[CH:24][CH:23]=[C:22]([C:26]([F:29])([F:28])[F:27])[CH:21]=2)(=[O:18])=[O:17])[CH2:7]1)=O.[OH-].[Na+].Cl. Product: [NH2:5][C@H:6]1[CH2:15][CH2:14][C:13]2[C:12]([S:16]([NH:19][C:20]3[CH:25]=[CH:24][CH:23]=[C:22]([C:26]([F:27])([F:28])[F:29])[CH:21]=3)(=[O:17])=[O:18])=[CH:11][CH:10]=[C:9]([O:30][CH3:31])[C:8]=2[CH2:7]1. The catalyst class is: 5. (2) The catalyst class is: 73. Reactant: [CH3:1][O:2][C:3]([C:5]1[CH:6]=[C:7]2[C:11](=[CH:12][CH:13]=1)[NH:10][N:9]=[C:8]2I)=[O:4].C(=O)([O-])[O-].[Na+].[Na+].[CH2:21]([CH2:24]OC)OC. Product: [CH3:1][O:2][C:3]([C:5]1[CH:6]=[C:7]2[C:11](=[CH:12][CH:13]=1)[NH:10][N:9]=[C:8]2[CH:21]=[CH2:24])=[O:4]. (3) Reactant: [OH:1][CH2:2][C:3]1[S:4][CH:5]=[CH:6][C:7]=1[S:8]([N:11]([C:13]1[CH:14]=[CH:15][CH:16]=[C:17]2[C:21]=1[N:20](COC)[C:19]([C:25]1[S:26][CH:27]=[CH:28][N:29]=1)=[CH:18]2)[CH3:12])(=[O:10])=[O:9].Br[CH2:31][C:32]([OH:34])=[O:33].[H-].[Na+].Cl. Product: [CH3:12][N:11]([C:13]1[CH:14]=[CH:15][CH:16]=[C:17]2[C:21]=1[NH:20][C:19]([C:25]1[S:26][CH:27]=[CH:28][N:29]=1)=[CH:18]2)[S:8]([C:7]1[CH:6]=[CH:5][S:4][C:3]=1[CH2:2][O:1][CH2:31][C:32]([OH:34])=[O:33])(=[O:10])=[O:9]. The catalyst class is: 30.